From a dataset of Reaction yield outcomes from USPTO patents with 853,638 reactions. Predict the reaction yield, written as a fraction of the theoretical maximum amount of product (1.0 means a 100% yield; for example, 0.34 means a 34% yield). (1) The reactants are [C:1]([C:3]1[CH:8]=[CH:7][CH:6]=[CH:5][C:4]=1[C:9]1[CH:14]=[CH:13][C:12]([CH2:15][C:16]2[C:17](=[O:44])[N:18]([C@H:29]3[CH2:34][CH2:33][C@H:32]([O:35][CH:36]([CH2:42][CH3:43])C(OCC)=O)[CH2:31][CH2:30]3)[C:19]3[N:20]([N:25]=[C:26]([CH3:28])[N:27]=3)[C:21]=2[CH2:22][CH2:23][CH3:24])=[CH:11][CH:10]=1)#[N:2].C[Mg]Br.Cl. The catalyst is O1CCCC1. The product is [CH2:42]([CH:36]([O:35][C@H:32]1[CH2:33][CH2:34][C@H:29]([N:18]2[C:17](=[O:44])[C:16]([CH2:15][C:12]3[CH:13]=[CH:14][C:9]([C:4]4[C:3]([C:1]#[N:2])=[CH:8][CH:7]=[CH:6][CH:5]=4)=[CH:10][CH:11]=3)=[C:21]([CH2:22][CH2:23][CH3:24])[N:20]3[N:25]=[C:26]([CH3:28])[N:27]=[C:19]23)[CH2:30][CH2:31]1)[C:32]([OH:35])([CH3:33])[CH3:31])[CH3:43]. The yield is 0.600. (2) The reactants are [Br:1][C:2]1[CH:17]=[N:16][C:5]2[NH:6][C:7]3[CH:12]=[N:11][C:10]([C:13]([NH2:15])=O)=[CH:9][C:8]=3[C:4]=2[CH:3]=1.C(N(CC)CC)C.FC(F)(F)C(OC(=O)C(F)(F)F)=O. The catalyst is C1COCC1. The product is [Br:1][C:2]1[CH:17]=[N:16][C:5]2[NH:6][C:7]3[CH:12]=[N:11][C:10]([C:13]#[N:15])=[CH:9][C:8]=3[C:4]=2[CH:3]=1. The yield is 0.490. (3) The reactants are [C:1]([O:5][C:6]([N:8]1[CH2:13][CH2:12][CH:11]([NH:14][C:15]2[CH:24]=[CH:23][C:18]3[O:19][CH2:20][CH2:21][O:22][C:17]=3[CH:16]=2)[CH2:10][CH2:9]1)=[O:7])([CH3:4])([CH3:3])[CH3:2].[Cl:25][C:26]1[CH:27]=[CH:28][C:29]([F:34])=[C:30]([CH:33]=1)[CH2:31]Br. No catalyst specified. The product is [C:1]([O:5][C:6]([N:8]1[CH2:13][CH2:12][CH:11]([N:14]([CH2:31][C:30]2[CH:33]=[C:26]([Cl:25])[CH:27]=[CH:28][C:29]=2[F:34])[C:15]2[CH:24]=[CH:23][C:18]3[O:19][CH2:20][CH2:21][O:22][C:17]=3[CH:16]=2)[CH2:10][CH2:9]1)=[O:7])([CH3:4])([CH3:2])[CH3:3]. The yield is 0.940. (4) The reactants are [O:1]=[C:2]1[C:11]2[CH:10]=[CH:9][CH:8]=[C:7]3[NH:12][CH:13]([C:23]4[CH:28]=[CH:27][CH:26]=[CH:25][CH:24]=4)[CH:14]([C:15]4[CH:22]=[CH:21][C:18]([CH:19]=[O:20])=[CH:17][CH:16]=4)[C:5]([C:6]=23)=[N:4][NH:3]1.[BH4-].[Na+]. The catalyst is CO. The product is [OH:20][CH2:19][C:18]1[CH:21]=[CH:22][C:15]([CH:14]2[C:5]3=[N:4][NH:3][C:2](=[O:1])[C:11]4[CH:10]=[CH:9][CH:8]=[C:7]([C:6]=43)[NH:12][CH:13]2[C:23]2[CH:24]=[CH:25][CH:26]=[CH:27][CH:28]=2)=[CH:16][CH:17]=1. The yield is 0.130. (5) The reactants are [C:1]([C:5]1[CH:18]=[CH:17][C:8]([CH2:9][NH:10][C:11](=[O:16])[C:12]([F:15])([F:14])[F:13])=[CH:7][CH:6]=1)([CH3:4])([CH3:3])[CH3:2].CC([O-])(C)C.[K+].Br[CH2:26][CH:27]([OH:32])[C:28]([F:31])([F:30])[F:29]. The catalyst is C(#N)C. The product is [C:1]([C:5]1[CH:18]=[CH:17][C:8]([CH2:9][N:10]([CH2:26][CH:27]([OH:32])[C:28]([F:31])([F:30])[F:29])[C:11](=[O:16])[C:12]([F:15])([F:13])[F:14])=[CH:7][CH:6]=1)([CH3:4])([CH3:2])[CH3:3]. The yield is 0.300.